This data is from NCI-60 drug combinations with 297,098 pairs across 59 cell lines. The task is: Regression. Given two drug SMILES strings and cell line genomic features, predict the synergy score measuring deviation from expected non-interaction effect. (1) Drug 1: CNC(=O)C1=NC=CC(=C1)OC2=CC=C(C=C2)NC(=O)NC3=CC(=C(C=C3)Cl)C(F)(F)F. Drug 2: CN1C2=C(C=C(C=C2)N(CCCl)CCCl)N=C1CCCC(=O)O.Cl. Cell line: HCT116. Synergy scores: CSS=-0.289, Synergy_ZIP=3.53, Synergy_Bliss=3.32, Synergy_Loewe=-3.14, Synergy_HSA=-2.02. (2) Drug 1: CN(C)N=NC1=C(NC=N1)C(=O)N. Drug 2: C(CCl)NC(=O)N(CCCl)N=O. Cell line: U251. Synergy scores: CSS=8.42, Synergy_ZIP=-3.66, Synergy_Bliss=-0.165, Synergy_Loewe=-2.34, Synergy_HSA=0.265. (3) Drug 1: C1CCC(C1)C(CC#N)N2C=C(C=N2)C3=C4C=CNC4=NC=N3. Drug 2: CC(CN1CC(=O)NC(=O)C1)N2CC(=O)NC(=O)C2. Cell line: NCI-H322M. Synergy scores: CSS=4.53, Synergy_ZIP=-0.433, Synergy_Bliss=2.14, Synergy_Loewe=1.48, Synergy_HSA=1.71. (4) Drug 1: CC=C1C(=O)NC(C(=O)OC2CC(=O)NC(C(=O)NC(CSSCCC=C2)C(=O)N1)C(C)C)C(C)C. Drug 2: C1=CC=C(C=C1)NC(=O)CCCCCCC(=O)NO. Cell line: NCI/ADR-RES. Synergy scores: CSS=52.5, Synergy_ZIP=-2.77, Synergy_Bliss=-5.08, Synergy_Loewe=-0.648, Synergy_HSA=-0.984. (5) Drug 1: C1=CN(C=N1)CC(O)(P(=O)(O)O)P(=O)(O)O. Drug 2: C1CC(=O)NC(=O)C1N2C(=O)C3=CC=CC=C3C2=O. Cell line: HCT-15. Synergy scores: CSS=0.391, Synergy_ZIP=2.66, Synergy_Bliss=-6.80, Synergy_Loewe=-1.19, Synergy_HSA=-4.06. (6) Drug 1: C1CN1C2=NC(=NC(=N2)N3CC3)N4CC4. Drug 2: C1CC(=O)NC(=O)C1N2CC3=C(C2=O)C=CC=C3N. Cell line: PC-3. Synergy scores: CSS=13.8, Synergy_ZIP=0.102, Synergy_Bliss=2.01, Synergy_Loewe=-2.31, Synergy_HSA=0.448. (7) Drug 2: CC1C(C(CC(O1)OC2CC(OC(C2O)C)OC3=CC4=CC5=C(C(=O)C(C(C5)C(C(=O)C(C(C)O)O)OC)OC6CC(C(C(O6)C)O)OC7CC(C(C(O7)C)O)OC8CC(C(C(O8)C)O)(C)O)C(=C4C(=C3C)O)O)O)O. Drug 1: CC1=C2C(C(=O)C3(C(CC4C(C3C(C(C2(C)C)(CC1OC(=O)C(C(C5=CC=CC=C5)NC(=O)C6=CC=CC=C6)O)O)OC(=O)C7=CC=CC=C7)(CO4)OC(=O)C)O)C)OC(=O)C. Synergy scores: CSS=79.2, Synergy_ZIP=4.34, Synergy_Bliss=4.68, Synergy_Loewe=2.45, Synergy_HSA=4.08. Cell line: SF-539.